From a dataset of Full USPTO retrosynthesis dataset with 1.9M reactions from patents (1976-2016). Predict the reactants needed to synthesize the given product. (1) Given the product [Cl:22][C:23]1[CH:24]=[CH:25][C:26]([CH2:27][CH:28]2[CH2:32][CH2:31][N:30]([C:13]([C:9]3[CH:10]=[N:11][O:12][C:8]=3[C:3]3[CH:4]=[CH:5][CH:6]=[CH:7][C:2]=3[Cl:1])=[O:15])[CH2:29]2)=[CH:33][CH:34]=1, predict the reactants needed to synthesize it. The reactants are: [Cl:1][C:2]1[CH:7]=[CH:6][CH:5]=[CH:4][C:3]=1[C:8]1[O:12][N:11]=[CH:10][C:9]=1[C:13]([OH:15])=O.C(O)(=O)C(O)=O.[Cl:22][C:23]1[CH:34]=[CH:33][C:26]([CH2:27][CH:28]2[CH2:32][CH2:31][NH:30][CH2:29]2)=[CH:25][CH:24]=1. (2) Given the product [CH3:45][O:46][C:47](=[O:48])[CH2:49][CH:19]1[C:8]2[N:9]([CH2:11][C:12]3[CH:13]=[CH:14][C:15]([Cl:18])=[CH:16][CH:17]=3)[C:10]3[C:2]([Br:1])=[CH:3][C:4]([F:26])=[CH:5][C:6]=3[C:7]=2[C:21](=[O:35])[CH2:20]1, predict the reactants needed to synthesize it. The reactants are: [Br:1][C:2]1[C:10]2[N:9]([CH2:11][C:12]3[CH:17]=[CH:16][C:15]([Cl:18])=[CH:14][CH:13]=3)[C:8]3[CH:19](CC(O)=O)[CH2:20][CH2:21][C:7]=3[C:6]=2[CH:5]=[C:4]([F:26])[CH:3]=1.[N+](=C)=[N-].C(C1C(=O)C(Cl)=C(Cl)C(=[O:35])C=1C#N)#N.C[CH2:45][O:46][C:47]([CH3:49])=[O:48]. (3) Given the product [CH:1]1([CH:5]([NH:11][C:12]2[C:17]([F:18])=[CH:16][N:15]=[C:14]([C:19]3[C:27]4[C:22](=[N:23][CH:24]=[C:25]([F:28])[CH:26]=4)[NH:21][CH:20]=3)[N:13]=2)[CH2:6][C:7]([OH:9])=[O:8])[CH2:4][CH2:3][CH2:2]1, predict the reactants needed to synthesize it. The reactants are: [CH:1]1([CH:5]([NH:11][C:12]2[C:17]([F:18])=[CH:16][N:15]=[C:14]([C:19]3[C:27]4[C:22](=[N:23][CH:24]=[C:25]([F:28])[CH:26]=4)[NH:21][CH:20]=3)[N:13]=2)[CH2:6][C:7]([O:9]C)=[O:8])[CH2:4][CH2:3][CH2:2]1.[OH-].[Na+]. (4) The reactants are: C(OC([N:8]1[CH2:14][CH2:13][CH2:12][CH:11]([NH:15][C:16]([C:18]2[S:40][C:21]3[N:22]=[CH:23][N:24]=[C:25]([NH:26][C:27]4[CH:32]=[CH:31][C:30]([F:33])=[CH:29][C:28]=4[O:34][C@H:35]4[CH2:39][CH2:38][O:37][CH2:36]4)[C:20]=3[C:19]=2[CH3:41])=[O:17])[CH2:10][CH2:9]1)=O)(C)(C)C.[F:42][C:43]([F:48])([F:47])[C:44]([OH:46])=[O:45]. Given the product [F:42][C:43]([F:48])([F:47])[C:44]([OH:46])=[O:45].[NH:8]1[CH2:14][CH2:13][CH2:12][CH:11]([NH:15][C:16]([C:18]2[S:40][C:21]3[N:22]=[CH:23][N:24]=[C:25]([NH:26][C:27]4[CH:32]=[CH:31][C:30]([F:33])=[CH:29][C:28]=4[O:34][C@H:35]4[CH2:39][CH2:38][O:37][CH2:36]4)[C:20]=3[C:19]=2[CH3:41])=[O:17])[CH2:10][CH2:9]1, predict the reactants needed to synthesize it.